Dataset: Drug-target binding data from BindingDB using IC50 measurements. Task: Regression. Given a target protein amino acid sequence and a drug SMILES string, predict the binding affinity score between them. We predict pIC50 (pIC50 = -log10(IC50 in M); higher means more potent). Dataset: bindingdb_ic50. (1) The drug is O=C(Cn1c(O)csc1=S)c1ccccc1. The target is XTSFAESXKPVQQPSAFGS. The pIC50 is 4.3. (2) The small molecule is CCCC[C@@H](O)/C=C(C)/C=C/C=C/C(=O)N1CCCC1=O. The target protein (P26019) has sequence MSESPSEPRAKRQRVDKNGRFAAMERLRQLKGTKNKCKVEDQVDDVYDVVDEREYAKRAQEKYGDDWIEEDGTGYAEDLRDFFEDEDEYSDGEEDRKDSKKKKGVAPNSKKRPRENEKPVTGKASIKNLFSNAVPKKMDVKTSVKDDDILADILGEIKEEPAATSEKAEKVIAPAKISVTSRKFDAAAAKEYMNSFLNNIKVQEQERKKAEASSDNEMLERILKPKAAVPNTKVAFFSSPTIKKEPMPEKTPAKKATEDPFSDNEMDFSCLDDDENQFDVEKTQQTEKVSQTKTAAEKTSQSKVAEKSAPKKETTGSPKESESEDISRLLNNWESICQMDDDFEKSVLTTEQDSTISSDQQLRFWYWEAYEDPVKMPGEVFLFGRTADGKSVCLRVQNINRVLYLLPRQFLLDPISKEPTKQKVTVADIYKEFDSEVANQLKLEFFRSRKVTKSFAHHAIGIEVPQSCDYLEVHYDGKKPLPNLSADKKYNSIAHIFGAT.... The pIC50 is 3.7. (3) The compound is CN[C@@H]1CC2O[C@@](C)([C@@H]1OC)n1c3ccccc3c3c4c(c5c6ccccc6n2c5c31)C(=O)NC4. The target protein (P05771) has sequence MADPAAGPPPSEGEESTVRFARKGALRQKNVHEVKNHKFTARFFKQPTFCSHCTDFIWGFGKQGFQCQVCCFVVHKRCHEFVTFSCPGADKGPASDDPRSKHKFKIHTYSSPTFCDHCGSLLYGLIHQGMKCDTCMMNVHKRCVMNVPSLCGTDHTERRGRIYIQAHIDRDVLIVLVRDAKNLVPMDPNGLSDPYVKLKLIPDPKSESKQKTKTIKCSLNPEWNETFRFQLKESDKDRRLSVEIWDWDLTSRNDFMGSLSFGISELQKASVDGWFKLLSQEEGEYFNVPVPPEGSEANEELRQKFERAKISQGTKVPEEKTTNTVSKFDNNGNRDRMKLTDFNFLMVLGKGSFGKVMLSERKGTDELYAVKILKKDVVIQDDDVECTMVEKRVLALPGKPPFLTQLHSCFQTMDRLYFVMEYVNGGDLMYHIQQVGRFKEPHAVFYAAEIAIGLFFLQSKGIIYRDLKLDNVMLDSEGHIKIADFGMCKENIWDGVTTKT.... The pIC50 is 8.4. (4) The compound is Cn1cc(C(=O)c2cncc(NC(=O)CCc3cccnc3)c2)c2cncnc21. The target protein (P04629) has sequence MLRGGRRGQLGWHSWAAGPGSLLAWLILASAGAAPCPDACCPHGSSGLRCTRDGALDSLHHLPGAENLTELYIENQQHLQHLELRDLRGLGELRNLTIVKSGLRFVAPDAFHFTPRLSRLNLSFNALESLSWKTVQGLSLQELVLSGNPLHCSCALRWLQRWEEEGLGGVPEQKLQCHGQGPLAHMPNASCGVPTLKVQVPNASVDVGDDVLLRCQVEGRGLEQAGWILTELEQSATVMKSGGLPSLGLTLANVTSDLNRKNVTCWAENDVGRAEVSVQVNVSFPASVQLHTAVEMHHWCIPFSVDGQPAPSLRWLFNGSVLNETSFIFTEFLEPAANETVRHGCLRLNQPTHVNNGNYTLLAANPFGQASASIMAAFMDNPFEFNPEDPIPVSFSPVDTNSTSGDPVEKKDETPFGVSVAVGLAVFACLFLSTLLLVLNKCGRRNKFGINRPAVLAPEDGLAMSLHFMTLGGSSLSPTEGKGSGLQGHIIENPQYFSDA.... The pIC50 is 5.0. (5) The drug is CCCCCC(CC#N)n1cc(-c2ncnc3[nH]ccc23)cn1. The target protein sequence is FFRAIMRDINKLEEQNPDIVSEKKPATEVDPTHFEKRFLKRIRDLGEGHFGKVELCRYDPEGDNTGEQVAVKSLKPESGGNHIADLKKEIEILRNLYHENIVKYKGICTEDGGNGIKLIMEFLPSGSLKEYLPKNKNKINLKQQLKYAVQICKGMDYLGSRQYVHRDLAARNVLVESEHQVKIGDFGLTKAIETDKEYYTVKDDRDSPVFWYAPECLMQSKFYIASDVWSFGVTLHELLTYCDSDSSPMALFLKMIGPTHGQMTVTRLVNTLKEGKRLPCPPNCPDEVYQLMRKCWEFQPSNRTSF. The pIC50 is 8.4. (6) The target protein sequence is MSTNPKPQRKTKRNTNRRPQDVKFPGGGQIVGGVYLLPRRGPRLGVRATRKTSERSQPRGRRQPIPKDQRTTGKSWGKPGYPWPLYGNEGLGWAGWLLSPRGSRPSWGPNDPRHRSRNVGKVIDTL. The pIC50 is 4.3. The small molecule is O=[N+]([O-])c1cc([CH+][N-]n2c(O)csc2=S)ccc1Cl.